Dataset: Reaction yield outcomes from USPTO patents with 853,638 reactions. Task: Predict the reaction yield, written as a fraction of the theoretical maximum amount of product (1.0 means a 100% yield; for example, 0.34 means a 34% yield). (1) The reactants are [BH4-].[Na+].C[O:4][C:5]([CH:7]1[CH2:11][CH2:10][CH2:9][N:8]1[S:12](=[O:35])(=[O:34])[NH:13][C:14]1[C:15]([NH:25][C:26]2[CH:31]=[CH:30][C:29]([Br:32])=[CH:28][C:27]=2[F:33])=[C:16]([F:24])[C:17](=[O:23])[N:18]2[C:22]=1[CH2:21][CH2:20][CH2:19]2)=O.CO. The catalyst is C1COCC1. The product is [Br:32][C:29]1[CH:30]=[CH:31][C:26]([NH:25][C:15]2[C:14]([NH:13][S:12]([N:8]3[CH2:9][CH2:10][CH2:11][CH:7]3[CH2:5][OH:4])(=[O:34])=[O:35])=[C:22]3[N:18]([CH2:19][CH2:20][CH2:21]3)[C:17](=[O:23])[C:16]=2[F:24])=[C:27]([F:33])[CH:28]=1. The yield is 0.700. (2) The catalyst is CN(C=O)C. The product is [I:7][C:8]1[C:16]2[C:11](=[N:12][CH:13]=[C:14]([N+:17]([O-:19])=[O:18])[CH:15]=2)[N:10]([CH2:21][C:22]2[CH:27]=[CH:26][C:25]([O:28][CH3:29])=[CH:24][CH:23]=2)[N:9]=1. The reactants are C(=O)([O-])[O-].[Cs+].[Cs+].[I:7][C:8]1[C:16]2[C:11](=[N:12][CH:13]=[C:14]([N+:17]([O-:19])=[O:18])[CH:15]=2)[NH:10][N:9]=1.Cl[CH2:21][C:22]1[CH:27]=[CH:26][C:25]([O:28][CH3:29])=[CH:24][CH:23]=1.O. The yield is 0.569. (3) The reactants are [N+:1]([CH2:3][C:4]([O:6]C)=O)#[C-:2].[CH2:8]([NH:10][CH2:11][CH3:12])[CH3:9]. No catalyst specified. The product is [CH2:8]([N:10]([CH2:11][CH3:12])[C:4](=[O:6])[CH2:3][N+:1]#[C-:2])[CH3:9]. The yield is 0.340. (4) The reactants are [C:1]([O:4][C@@H:5]1[C@H:9]([CH2:10][CH2:11][CH2:12][CH2:13][CH2:14][CH2:15][C:16]([O:18][CH3:19])=[O:17])[C@@H:8](/[CH:20]=[CH:21]/[C:22](=[O:30])[C:23]([F:29])([F:28])[CH2:24][CH2:25][CH2:26][CH3:27])[C@H:7]([O:31][CH:32]2[CH2:37][CH2:36][CH2:35][CH2:34][O:33]2)[CH2:6]1)(=[O:3])[CH3:2]. The catalyst is C(OCC)(=O)C.[Pd]. The product is [C:1]([O:4][C@@H:5]1[C@H:9]([CH2:10][CH2:11][CH2:12][CH2:13][CH2:14][CH2:15][C:16]([O:18][CH3:19])=[O:17])[C@@H:8]([CH2:20][CH2:21][C:22](=[O:30])[C:23]([F:28])([F:29])[CH2:24][CH2:25][CH2:26][CH3:27])[C@H:7]([O:31][CH:32]2[CH2:37][CH2:36][CH2:35][CH2:34][O:33]2)[CH2:6]1)(=[O:3])[CH3:2]. The yield is 0.998. (5) The reactants are [N:1]1[NH:2][N:3]=[CH:4][CH:5]=1.N#N.Br[C:9]1[C:10]([C:16]#[N:17])=[N:11][CH:12]=[CH:13][C:14]=1[CH3:15].CN[C@@H]1CCCC[C@H]1NC.C([O-])([O-])=O.[Cs+].[Cs+]. The catalyst is CN(C=O)C.[Cu]I.O. The product is [CH3:15][C:14]1[CH:13]=[CH:12][N:11]=[C:10]([C:16]#[N:17])[C:9]=1[N:2]1[N:3]=[CH:4][CH:5]=[N:1]1. The yield is 0.270. (6) The reactants are C(O)(C)(C)C.C(NCC)C.[Cl:11][C:12]1[N:17]=[CH:16][C:15]([C:18](=[O:20])[CH3:19])=[CH:14][CH:13]=1.Br[CH2:22][C:23]([C:25]1[CH:26]=[N:27][C:28]([Cl:31])=[CH:29][CH:30]=1)=[O:24].OS(O)(=O)=O. The catalyst is C1C=CC=CC=1.[Cl-].[Zn+2].[Cl-]. The product is [Cl:11][C:12]1[N:17]=[CH:16][C:15]([C:18](=[O:20])[CH2:19][CH2:22][C:23]([C:25]2[CH:26]=[N:27][C:28]([Cl:31])=[CH:29][CH:30]=2)=[O:24])=[CH:14][CH:13]=1. The yield is 0.850. (7) The yield is 0.280. The catalyst is N1C=CC=CC=1. The reactants are C(O[C:4]([C:6]1[C:11](=[O:12])[N:10]([CH2:13][CH2:14][CH:15]([CH3:17])[CH3:16])[N:9]2[CH:18]=[CH:19][CH:20]=[C:8]2[C:7]=1[OH:21])=O)C.[NH2:22][C:23]1[CH:28]=[CH:27][C:26]([I:29])=[CH:25][C:24]=1[S:30]([NH2:33])(=[O:32])=[O:31].N12CCCN=C1CCCCC2. The product is [OH:21][C:7]1[C:8]2[N:9]([CH:18]=[CH:19][CH:20]=2)[N:10]([CH2:13][CH2:14][CH:15]([CH3:16])[CH3:17])[C:11](=[O:12])[C:6]=1[C:4]1[NH:22][C:23]2[CH:28]=[CH:27][C:26]([I:29])=[CH:25][C:24]=2[S:30](=[O:32])(=[O:31])[N:33]=1. (8) The reactants are [CH3:1][C:2]1[CH:3]=[C:4]([O:10][CH3:11])[C:5](=[O:9])[NH:6][C:7]=1[CH3:8].[OH-].[K+].I[CH2:15][CH2:16][CH2:17][CH3:18]. The catalyst is C(O)CCC. The product is [CH2:15]([N:6]1[C:7]([CH3:8])=[C:2]([CH3:1])[CH:3]=[C:4]([O:10][CH3:11])[C:5]1=[O:9])[CH2:16][CH2:17][CH3:18]. The yield is 0.296. (9) The reactants are [CH3:1][C:2]([C:4]1[CH:9]=[CH:8][C:7]([OH:10])=[C:6]([O:11][CH3:12])[CH:5]=1)=[O:3].[CH2:13](Br)[C:14]1[CH:19]=[CH:18][CH:17]=[CH:16][CH:15]=1.C(=O)([O-])[O-].[K+].[K+]. The catalyst is CN(C=O)C. The product is [CH2:13]([O:10][C:7]1[CH:8]=[CH:9][C:4]([C:2](=[O:3])[CH3:1])=[CH:5][C:6]=1[O:11][CH3:12])[C:14]1[CH:19]=[CH:18][CH:17]=[CH:16][CH:15]=1. The yield is 0.990.